From a dataset of Full USPTO retrosynthesis dataset with 1.9M reactions from patents (1976-2016). Predict the reactants needed to synthesize the given product. (1) Given the product [CH3:14][CH2:15][CH2:16][CH2:17][CH2:18]/[CH:19]=[CH:20]\[CH2:22][CH2:21][CH2:25][CH:1]([OH:13])[CH2:2][CH2:3][CH2:4][CH2:5][CH2:6][CH2:7][CH2:8][CH2:9][CH2:10][CH3:11], predict the reactants needed to synthesize it. The reactants are: [CH2:1]([OH:13])[CH2:2][CH2:3][CH2:4][CH2:5][CH2:6][CH2:7]/[CH:8]=[CH:9]\[CH2:10][CH2:11]C.[CH2:14]=[CH:15][CH2:16][CH2:17][CH2:18][CH2:19][CH3:20].[CH2:21]1[CH2:25]OC[CH2:22]1. (2) Given the product [Cl:1][CH2:2][CH2:3][CH2:4][CH2:5][O:6][C:7]1[CH:12]=[CH:11][C:10]([CH:13]2[CH:18]([C:19]3[CH:24]=[CH:23][C:22]([OH:25])=[CH:21][CH:20]=3)[C:17]([OH:26])([C:31]([F:34])([F:32])[F:33])[C:16]3[CH:35]=[CH:36][C:37]([OH:39])=[CH:38][C:15]=3[O:14]2)=[CH:9][CH:8]=1, predict the reactants needed to synthesize it. The reactants are: [Cl:1][CH2:2][CH2:3][CH2:4][CH2:5][O:6][C:7]1[CH:12]=[CH:11][C:10]([CH:13]2[CH:18]([C:19]3[CH:24]=[CH:23][C:22]([OH:25])=[CH:21][CH:20]=3)[C:17]([C:31]([F:34])([F:33])[F:32])([O:26][Si](C)(C)C)[C:16]3[CH:35]=[CH:36][C:37]([OH:39])=[CH:38][C:15]=3[O:14]2)=[CH:9][CH:8]=1.Cl. (3) Given the product [CH3:1][C:2]1[C:6]([C:7]2[CH:12]=[CH:11][C:10]([CH3:13])=[C:9]([S:16]([Cl:15])(=[O:18])=[O:17])[CH:8]=2)=[C:5]([CH3:14])[O:4][N:3]=1, predict the reactants needed to synthesize it. The reactants are: [CH3:1][C:2]1[C:6]([C:7]2[CH:12]=[CH:11][C:10]([CH3:13])=[CH:9][CH:8]=2)=[C:5]([CH3:14])[O:4][N:3]=1.[Cl:15][S:16](O)(=[O:18])=[O:17].P(Cl)(Cl)(Cl)(Cl)Cl. (4) Given the product [CH3:24][O:23][CH2:21][CH2:20][CH2:3][CH2:4][N:5]1[C:9]([CH3:10])=[C:8]([C:11]([OH:13])=[O:12])[C:7]([CH3:14])=[N:6]1, predict the reactants needed to synthesize it. The reactants are: CO[CH2:3][CH2:4][N:5]1[C:9]([CH3:10])=[C:8]([C:11]([OH:13])=[O:12])[C:7]([CH3:14])=[N:6]1.CC1[C:20]([C:21]([O:23][CH2:24]C)=O)=C(C)NN=1.BrCC(OC)CC. (5) Given the product [Br:1][C:2]1[C:7]([O:8][CH2:10][CH3:11])=[CH:6][CH:5]=[CH:4][N:3]=1, predict the reactants needed to synthesize it. The reactants are: [Br:1][C:2]1[C:7]([OH:8])=[CH:6][CH:5]=[CH:4][N:3]=1.I[CH2:10][CH3:11].C([O-])([O-])=O.[K+].[K+]. (6) Given the product [Br:25][CH2:1][C:2]1[C:10]2[C:5](=[N:6][CH:7]=[CH:8][CH:9]=2)[NH:4][N:3]=1, predict the reactants needed to synthesize it. The reactants are: [CH3:1][C:2]1[C:10]2[C:5](=[N:6][CH:7]=[CH:8][CH:9]=2)[N:4](C(OC(C)(C)C)=O)[N:3]=1.C1C(=O)N([Br:25])C(=O)C1.CC(N=NC(C#N)(C)C)(C#N)C. (7) Given the product [CH2:14]([O:16][C:17]([CH2:18][CH2:19][CH2:20][CH2:21][CH2:22][N:1]1[CH:5]=[CH:4][N:3]=[C:2]1[CH:6]=[O:7])=[O:24])[CH3:15], predict the reactants needed to synthesize it. The reactants are: [NH:1]1[CH:5]=[CH:4][N:3]=[C:2]1[CH:6]=[O:7].C(=O)([O-])[O-].[K+].[K+].[CH2:14]([O:16][C:17](=[O:24])[CH2:18][CH2:19][CH2:20][CH2:21][CH2:22]Br)[CH3:15].